This data is from Reaction yield outcomes from USPTO patents with 853,638 reactions. The task is: Predict the reaction yield, written as a fraction of the theoretical maximum amount of product (1.0 means a 100% yield; for example, 0.34 means a 34% yield). (1) The reactants are [CH3:1][N:2]([CH3:32])[CH2:3][CH2:4][N:5]1[CH2:10][CH2:9][CH:8]([N:11]([CH3:31])[C:12]([NH:14][C:15]2[CH:20]=[C:19]([O:21][C:22]3[CH:27]=[CH:26][C:25]([N+:28]([O-])=O)=[CH:24][CH:23]=3)[CH:18]=[CH:17][N:16]=2)=[O:13])[CH2:7][CH2:6]1. The catalyst is O1CCCC1.[OH-].[Pd+2].[OH-].[C]. The product is [NH2:28][C:25]1[CH:24]=[CH:23][C:22]([O:21][C:19]2[CH:18]=[CH:17][N:16]=[C:15]([NH:14][C:12](=[O:13])[N:11]([CH:8]3[CH2:9][CH2:10][N:5]([CH2:4][CH2:3][N:2]([CH3:1])[CH3:32])[CH2:6][CH2:7]3)[CH3:31])[CH:20]=2)=[CH:27][CH:26]=1. The yield is 0.698. (2) The reactants are [CH3:1][C:2]1[CH:3]=[C:4]([CH:23]=[C:24]([CH3:27])[C:25]=1[OH:26])[C:5]([NH:7][CH2:8][C:9]1[CH:14]=[CH:13][CH:12]=[C:11]([O:15][Si:16]([C:19]([CH3:22])([CH3:21])[CH3:20])([CH3:18])[CH3:17])[CH:10]=1)=[O:6].C(N(CC)CC)C.[F:35][C:36]([F:49])([F:48])[S:37](O[S:37]([C:36]([F:49])([F:48])[F:35])(=[O:39])=[O:38])(=[O:39])=[O:38]. The catalyst is ClCCl. The product is [F:35][C:36]([F:49])([F:48])[S:37]([O:26][C:25]1[C:2]([CH3:1])=[CH:3][C:4]([C:5]([NH:7][CH2:8][C:9]2[CH:14]=[CH:13][CH:12]=[C:11]([O:15][Si:16]([C:19]([CH3:22])([CH3:21])[CH3:20])([CH3:18])[CH3:17])[CH:10]=2)=[O:6])=[CH:23][C:24]=1[CH3:27])(=[O:39])=[O:38]. The yield is 0.860. (3) The reactants are F.F.F.C(N(CC)CC)C.[Si]([O:28][CH2:29][C@H:30]1[O:34][C@@H:33]([N:35]2[CH:42]=[C:41]([CH3:43])[C:39](=[O:40])[NH:38][C:36]2=[O:37])[C@H:32]([O:44][CH2:45][CH2:46][O:47][N:48]([CH3:50])[CH3:49])[C@@H:31]1[OH:51])(C(C)(C)C)(C1C=CC=CC=1)C1C=CC=CC=1.CO. The catalyst is C1COCC1.C(Cl)Cl. The product is [CH3:49][N:48]([CH3:50])[O:47][CH2:46][CH2:45][O:44][C@@H:32]1[C@H:31]([OH:51])[C@@H:30]([CH2:29][OH:28])[O:34][C@H:33]1[N:35]1[CH:42]=[C:41]([CH3:43])[C:39](=[O:40])[NH:38][C:36]1=[O:37]. The yield is 0.925. (4) The reactants are [CH3:1][C@@:2]1([CH:8]=[CH:9][C:10]2[O:11][CH:12]=[CH:13][CH:14]=2)[CH2:6][O:5][C:4](=[O:7])[NH:3]1. The catalyst is CO.[Pd]. The product is [CH3:1][C@@:2]1([CH2:8][CH2:9][C:10]2[O:11][CH:12]=[CH:13][CH:14]=2)[CH2:6][O:5][C:4](=[O:7])[NH:3]1. The yield is 0.780.